This data is from Catalyst prediction with 721,799 reactions and 888 catalyst types from USPTO. The task is: Predict which catalyst facilitates the given reaction. (1) Reactant: [CH:1]1([C:4]2[CH:9]=[CH:8][C:7]([NH:10][C:11]3[C:15]4[CH:16]=[N:17][CH:18]=[CH:19][C:14]=4[N:13]([CH3:20])[C:12]=3[C:21]([OH:23])=O)=[C:6]([F:24])[CH:5]=2)[CH2:3][CH2:2]1.[CH:25]([O:27][CH2:28][CH2:29][O:30][NH2:31])=[CH2:26].CN(C(ON1N=NC2C=CC=NC1=2)=[N+](C)C)C.F[P-](F)(F)(F)(F)F.CCN(C(C)C)C(C)C. Product: [CH:25]([O:27][CH2:28][CH2:29][O:30][NH:31][C:21]([C:12]1[N:13]([CH3:20])[C:14]2[CH:19]=[CH:18][N:17]=[CH:16][C:15]=2[C:11]=1[NH:10][C:7]1[CH:8]=[CH:9][C:4]([CH:1]2[CH2:3][CH2:2]2)=[CH:5][C:6]=1[F:24])=[O:23])=[CH2:26]. The catalyst class is: 1. (2) Reactant: [Br:1][C:2]1[CH:8]=[C:7]([C:9]([F:18])([C:14]([F:17])([F:16])[F:15])[C:10]([F:13])([F:12])[F:11])[CH:6]=[C:5]([Cl:19])[C:3]=1[NH2:4].C(N(CC)CC)C.[F:27][C:28]1[C:36]([N+:37]([O-:39])=[O:38])=[CH:35][CH:34]=[CH:33][C:29]=1[C:30](Cl)=[O:31].[OH-].[Na+]. Product: [Br:1][C:2]1[CH:8]=[C:7]([C:9]([F:18])([C:10]([F:13])([F:12])[F:11])[C:14]([F:15])([F:16])[F:17])[CH:6]=[C:5]([Cl:19])[C:3]=1[NH:4][C:30](=[O:31])[C:29]1[CH:33]=[CH:34][CH:35]=[C:36]([N+:37]([O-:39])=[O:38])[C:28]=1[F:27]. The catalyst class is: 367. (3) Reactant: [Cl:1][C:2]1[C:10]2[C:9](=[O:11])[NH:8][N:7]=[CH:6][C:5]=2[N:4](COCC[Si](C)(C)C)[C:3]=1[C:20]1[CH:25]=[CH:24][C:23]([O:26][CH:27]([F:29])[F:28])=[C:22]([O:30][CH2:31][CH:32]2[CH2:34][CH2:33]2)[CH:21]=1.ClC1C2C(=O)NN=CC=2N(COCC[Si](C)(C)C)C=1C1C=CC(OC(F)F)=C(OC2CC2)C=1.C(OC(C)C)(C)C.C1CCCCC1. Product: [Cl:1][C:2]1[C:10]2[C:9](=[O:11])[NH:8][N:7]=[CH:6][C:5]=2[NH:4][C:3]=1[C:20]1[CH:25]=[CH:24][C:23]([O:26][CH:27]([F:29])[F:28])=[C:22]([O:30][CH2:31][CH:32]2[CH2:34][CH2:33]2)[CH:21]=1. The catalyst class is: 254. (4) Reactant: FC(F)(F)C(O)=O.FC(F)(F)C(O)=O.NC1[N:25]2[CH2:26][CH2:27]N=[C:24]2[C:23]2[CH:22]=CC(O)=C(OC)C=2N=1.C(=O)([O-])[O-].[Cs+].[Cs+].[CH3:38][O:39][C:40]1[C:49]2[N:48]=[C:47]([NH2:50])[N:46]3[CH2:51][CH2:52][N:53]=[C:45]3[C:44]=2[CH:43]=[CH:42][C:41]=1[O:54][CH2:55][C@H:56]1[CH2:58][O:57]1.N1CCCCC1. Product: [OH:57][C@H:56]([CH2:58][N:25]1[CH2:24][CH2:23][CH2:22][CH2:27][CH2:26]1)[CH2:55][O:54][C:41]1[CH:42]=[CH:43][C:44]2[C:45]3[N:46]([CH2:51][CH2:52][N:53]=3)[C:47]([NH2:50])=[N:48][C:49]=2[C:40]=1[O:39][CH3:38]. The catalyst class is: 3. (5) Reactant: [Br:1][C:2]1[O:6][C:5]([C:7]2[C:11]([CH3:12])=[C:10]([C:13]([O:15][CH2:16][CH3:17])=[O:14])[O:9][N:8]=2)=[CH:4][CH:3]=1.C1C(=O)N([Br:25])C(=O)C1.C(OOC(=O)C1C=CC=CC=1)(=O)C1C=CC=CC=1. Product: [Br:1][C:2]1[O:6][C:5]([C:7]2[C:11]([CH2:12][Br:25])=[C:10]([C:13]([O:15][CH2:16][CH3:17])=[O:14])[O:9][N:8]=2)=[CH:4][CH:3]=1. The catalyst class is: 53.